From a dataset of Forward reaction prediction with 1.9M reactions from USPTO patents (1976-2016). Predict the product of the given reaction. (1) The product is: [CH:16]1([CH:2]([NH:22][C:23]2[CH:24]=[CH:25][C:26]([C:29]([N:31]([CH3:39])[CH2:32][CH2:33][C:34]([OH:36])=[O:35])=[O:30])=[CH:27][CH:28]=2)[C:3]2[CH:4]=[C:5]([C:9]3[CH:14]=[N:13][C:12]([F:15])=[CH:11][CH:10]=3)[O:6][C:7]=2[CH3:8])[CH2:21][CH2:20][CH2:19][CH2:18][CH2:17]1. Given the reactants Cl[CH:2]([CH:16]1[CH2:21][CH2:20][CH2:19][CH2:18][CH2:17]1)[C:3]1[CH:4]=[C:5]([C:9]2[CH:10]=[CH:11][C:12]([F:15])=[N:13][CH:14]=2)[O:6][C:7]=1[CH3:8].[NH2:22][C:23]1[CH:28]=[CH:27][C:26]([C:29]([N:31]([CH3:39])[CH2:32][CH2:33][C:34]([O:36]CC)=[O:35])=[O:30])=[CH:25][CH:24]=1.C(=O)([O-])[O-].[Na+].[Na+].[I-].[Na+], predict the reaction product. (2) Given the reactants [C:1]1([Mg]Br)[CH:6]=[CH:5][CH:4]=[CH:3][CH:2]=1.[CH:9]12[O:14][CH:13]1[CH2:12][O:11][CH2:10]2, predict the reaction product. The product is: [C:1]1([C@@H:13]2[CH2:12][O:11][CH2:10][C@H:9]2[OH:14])[CH:6]=[CH:5][CH:4]=[CH:3][CH:2]=1. (3) Given the reactants [CH2:1]([O:8][C:9]1[C:17]([CH3:18])=[CH:16][C:12]([C:13]([OH:15])=O)=[CH:11][C:10]=1[CH2:19][CH3:20])[C:2]1[CH:7]=[CH:6][CH:5]=[CH:4][CH:3]=1.CCN=C=NCCCN(C)C.Cl.C1C=CC2N(O)N=NC=2C=1.CCN(C(C)C)C(C)C.Cl.Cl.[CH2:54]([O:56][C:57]([O:71][CH2:72][CH3:73])([C:60]1[CH:65]=[C:64]([CH3:66])[N:63]=[C:62]([CH2:67][CH:68]([CH3:70])[CH3:69])[CH:61]=1)[CH2:58][NH2:59])[CH3:55], predict the reaction product. The product is: [CH2:1]([O:8][C:9]1[C:17]([CH3:18])=[CH:16][C:12]([C:13]([NH:59][CH2:58][C:57]([O:71][CH2:72][CH3:73])([O:56][CH2:54][CH3:55])[C:60]2[CH:65]=[C:64]([CH3:66])[N:63]=[C:62]([CH2:67][CH:68]([CH3:69])[CH3:70])[CH:61]=2)=[O:15])=[CH:11][C:10]=1[CH2:19][CH3:20])[C:2]1[CH:3]=[CH:4][CH:5]=[CH:6][CH:7]=1. (4) Given the reactants [NH2:1][C:2]1[CH:28]=[CH:27][C:5]([O:6][C:7]2[N:12]=[CH:11][N:10]=[C:9]([NH2:13])[C:8]=2[C:14]2[CH:19]=[CH:18][C:17]([O:20][C:21]3[CH:26]=[CH:25][CH:24]=[CH:23][CH:22]=3)=[CH:16][CH:15]=2)=[CH:4][CH:3]=1.[CH3:29][N:30]([CH3:37])[CH2:31]/[CH:32]=[CH:33]/[C:34](O)=[O:35], predict the reaction product. The product is: [NH2:13][C:9]1[N:10]=[CH:11][N:12]=[C:7]([O:6][C:5]2[CH:27]=[CH:28][C:2]([NH:1][C:34](=[O:35])/[CH:33]=[CH:32]/[CH2:31][N:30]([CH3:37])[CH3:29])=[CH:3][CH:4]=2)[C:8]=1[C:14]1[CH:19]=[CH:18][C:17]([O:20][C:21]2[CH:26]=[CH:25][CH:24]=[CH:23][CH:22]=2)=[CH:16][CH:15]=1.